This data is from Catalyst prediction with 721,799 reactions and 888 catalyst types from USPTO. The task is: Predict which catalyst facilitates the given reaction. (1) Reactant: [N+:1]([C:4]1[CH:12]=[C:11]2[C:7]([CH:8]=[N:9][NH:10]2)=[CH:6][CH:5]=1)([O-:3])=[O:2].[H-].[Na+].Cl[CH2:16][O:17][CH2:18][CH2:19][Si:20]([CH3:23])([CH3:22])[CH3:21]. Product: [N+:1]([C:4]1[CH:12]=[C:11]2[C:7]([CH:8]=[N:9][N:10]2[CH2:16][O:17][CH2:18][CH2:19][Si:20]([CH3:23])([CH3:22])[CH3:21])=[CH:6][CH:5]=1)([O-:3])=[O:2]. The catalyst class is: 9. (2) Reactant: C([O:3][C:4]([C:6]1[CH:14]=[C:13]([O:15][CH2:16][CH2:17][C:18]2[CH:23]=[CH:22][C:21]([Cl:24])=[CH:20][C:19]=2[Cl:25])[C:9]2[O:10][CH2:11][O:12][C:8]=2[CH:7]=1)=[O:5])C.O.[OH-].[Na+].Cl. Product: [Cl:25][C:19]1[CH:20]=[C:21]([Cl:24])[CH:22]=[CH:23][C:18]=1[CH2:17][CH2:16][O:15][C:13]1[C:9]2[O:10][CH2:11][O:12][C:8]=2[CH:7]=[C:6]([C:4]([OH:5])=[O:3])[CH:14]=1. The catalyst class is: 12. (3) Reactant: [CH2:1]([N:3]([CH2:25][CH3:26])[C:4]([C:6]1[CH:11]=[CH:10][C:9]([CH:12]([C:17]2[CH:22]=[CH:21][CH:20]=[C:19]([O:23][CH3:24])[CH:18]=2)[CH2:13][C:14](O)=[O:15])=[CH:8][CH:7]=1)=[O:5])[CH3:2].C(N(CC)CC)C.ClC(OCC(C)C)=O. Product: [CH2:25]([N:3]([CH2:1][CH3:2])[C:4]([C:6]1[CH:7]=[CH:8][C:9]([CH:12]([C:17]2[CH:22]=[CH:21][CH:20]=[C:19]([O:23][CH3:24])[CH:18]=2)[CH2:13][CH2:14][OH:15])=[CH:10][CH:11]=1)=[O:5])[CH3:26]. The catalyst class is: 216.